This data is from Forward reaction prediction with 1.9M reactions from USPTO patents (1976-2016). The task is: Predict the product of the given reaction. Given the reactants C(OC(=O)[NH:10][CH:11]([C:14]1[N:23]([C:24]2[CH:29]=[CH:28][CH:27]=[CH:26][CH:25]=2)[C:22](=[O:30])[C:21]2[C:16](=[CH:17][CH:18]=[CH:19][C:20]=2[CH3:31])[N:15]=1)[CH2:12][CH3:13])C1C=CC=CC=1, predict the reaction product. The product is: [NH2:10][CH:11]([C:14]1[N:23]([C:24]2[CH:25]=[CH:26][CH:27]=[CH:28][CH:29]=2)[C:22](=[O:30])[C:21]2[C:16](=[CH:17][CH:18]=[CH:19][C:20]=2[CH3:31])[N:15]=1)[CH2:12][CH3:13].